Dataset: Full USPTO retrosynthesis dataset with 1.9M reactions from patents (1976-2016). Task: Predict the reactants needed to synthesize the given product. (1) Given the product [Cl:1][C:2]1[CH:32]=[CH:31][C:5]([CH2:6][CH2:7][NH:8][C:9]([C:11]2[CH:30]=[CH:29][C:14]([O:15][C:16]3[CH:21]=[CH:20][C:19]([CH2:22][C:23]([O:25][CH2:26][CH3:27])=[O:24])=[CH:18][C:17]=3[C:35]3[S:34][CH:38]=[CH:37][CH:36]=3)=[CH:13][CH:12]=2)=[O:10])=[CH:4][CH:3]=1, predict the reactants needed to synthesize it. The reactants are: [Cl:1][C:2]1[CH:32]=[CH:31][C:5]([CH2:6][CH2:7][NH:8][C:9]([C:11]2[CH:30]=[CH:29][C:14]([O:15][C:16]3[CH:21]=[CH:20][C:19]([CH2:22][C:23]([O:25][CH2:26][CH3:27])=[O:24])=[CH:18][C:17]=3Br)=[CH:13][CH:12]=2)=[O:10])=[CH:4][CH:3]=1.[Br-].[S:34]1[CH:38]=[CH:37][CH:36]=[C:35]1[Zn+]. (2) Given the product [Cl:50][C:45]1[CH:44]=[C:43]([S:40]([NH:39][C@@H:23]([C:24]2[N:28]([CH2:29][CH3:30])[C:27]([O:31][C:32]3[CH:33]=[CH:34][C:35]([F:38])=[CH:36][CH:37]=3)=[N:26][N:25]=2)[CH2:22][OH:21])(=[O:41])=[O:42])[CH:48]=[CH:47][C:46]=1[Cl:49], predict the reactants needed to synthesize it. The reactants are: [Al+3].[Cl-].[Cl-].[Cl-].C1(N(C)C)C=CC=CC=1.C([O:21][CH2:22][C@@H:23]([NH:39][S:40]([C:43]1[CH:48]=[CH:47][C:46]([Cl:49])=[C:45]([Cl:50])[CH:44]=1)(=[O:42])=[O:41])[C:24]1[N:28]([CH2:29][CH3:30])[C:27]([O:31][C:32]2[CH:37]=[CH:36][C:35]([F:38])=[CH:34][CH:33]=2)=[N:26][N:25]=1)C1C=CC=CC=1.CCOC(C)=O. (3) Given the product [CH:38]1([C:37]2[C:36]3[C:31](=[CH:32][CH:33]=[CH:34][CH:35]=3)[CH:30]=[N:29][C:28]=2[N:15]([CH2:16][C:17]2[CH:18]=[CH:19][C:20]([O:23][C:24]([F:25])([F:27])[F:26])=[CH:21][CH:22]=2)[S:12]([C:10]2[CH:9]=[CH:8][C:3]([C:4]([OH:6])=[O:5])=[C:2]([NH:1][CH3:43])[CH:11]=2)(=[O:14])=[O:13])[CH2:39][CH2:40]1, predict the reactants needed to synthesize it. The reactants are: [NH2:1][C:2]1[CH:11]=[C:10]([S:12]([N:15]([C:28]2[N:29]=[CH:30][C:31]3[C:36]([C:37]=2[CH:38]2[CH2:40][CH2:39]2)=[CH:35][CH:34]=[CH:33][CH:32]=3)[CH2:16][C:17]2[CH:22]=[CH:21][C:20]([O:23][C:24]([F:27])([F:26])[F:25])=[CH:19][CH:18]=2)(=[O:14])=[O:13])[CH:9]=[CH:8][C:3]=1[C:4]([O:6]C)=[O:5].[H-].[Na+].[CH3:43]I.[OH-].[Na+].Cl. (4) Given the product [F:24][C:25]1[CH:26]=[C:27]2[C:31](=[CH:32][CH:33]=1)[N:30]([NH:34][C:21]([C:18]1[CH:17]=[N:16][C:15]([C:9]3[CH:14]=[CH:13][CH:12]=[CH:11][CH:10]=3)=[N:20][CH:19]=1)=[O:22])[CH:29]=[CH:28]2, predict the reactants needed to synthesize it. The reactants are: C(N(CC)C(C)C)C.[C:9]1([C:15]2[N:20]=[CH:19][C:18]([C:21](Cl)=[O:22])=[CH:17][N:16]=2)[CH:14]=[CH:13][CH:12]=[CH:11][CH:10]=1.[F:24][C:25]1[CH:26]=[C:27]2[C:31](=[CH:32][CH:33]=1)[N:30]([NH2:34])[CH:29]=[CH:28]2. (5) Given the product [Cl:1][C:2]1[CH:7]=[CH:6][CH:5]=[CH:4][C:3]=1[NH:8][C:9](=[O:14])[C:10](=[CH:21][N:22]([CH3:25])[CH3:23])[C:11](=[O:13])[CH3:12], predict the reactants needed to synthesize it. The reactants are: [Cl:1][C:2]1[CH:7]=[CH:6][CH:5]=[CH:4][C:3]=1[NH:8][C:9](=[O:14])[CH2:10][C:11](=[O:13])[CH3:12].C(=O)([O-])[O-].[K+].[K+].[CH3:21][N:22]([CH3:25])[CH:23]=O.COC(OC)N(C)C. (6) The reactants are: Br[C:2]1[C:6]2[CH:7]=[N:8][C:9]([C:11]([O:13][CH2:14][CH3:15])=[O:12])=[CH:10][C:5]=2[N:4]([CH2:16][CH2:17][CH2:18][O:19][CH3:20])[CH:3]=1.C(=O)([O-])[O-].[Cs+].[Cs+].[CH:27]1(P(C2CCCCC2)C2C=CC=CC=2C2C(C(C)C)=CC(C(C)C)=CC=2C(C)C)CCCC[CH2:28]1.O. Given the product [CH3:20][O:19][CH2:18][CH2:17][CH2:16][N:4]1[C:5]2[CH:10]=[C:9]([C:11]([O:13][CH2:14][CH3:15])=[O:12])[N:8]=[CH:7][C:6]=2[C:2]([CH:27]=[CH2:28])=[CH:3]1, predict the reactants needed to synthesize it. (7) Given the product [NH2:1][CH2:2][CH2:3][CH2:4][NH:5][S:15]([C:14]([F:27])([F:26])[F:13])(=[O:17])=[O:16], predict the reactants needed to synthesize it. The reactants are: [NH2:1][CH2:2][CH2:3][CH2:4][NH2:5].C(N(CC)CC)C.[F:13][C:14]([F:27])([F:26])[S:15](O[S:15]([C:14]([F:27])([F:26])[F:13])(=[O:17])=[O:16])(=[O:17])=[O:16]. (8) Given the product [CH3:2][N:3]([CH3:10])[CH2:4]/[CH:5]=[CH:6]/[C:7]([N:11]1[CH2:15][CH2:14][C@H:13]([O:16][C:17]2[C:26]3[C:21](=[CH:22][CH:23]=[CH:24][CH:25]=3)[CH:20]=[C:19]([C:27]3[NH:31][C:30](=[O:32])[NH:29][N:28]=3)[N:18]=2)[CH2:12]1)=[O:8], predict the reactants needed to synthesize it. The reactants are: Cl.[CH3:2][N:3]([CH3:10])[CH2:4]/[CH:5]=[CH:6]/[C:7](O)=[O:8].[NH:11]1[CH2:15][CH2:14][C@H:13]([O:16][C:17]2[C:26]3[C:21](=[CH:22][CH:23]=[CH:24][CH:25]=3)[CH:20]=[C:19]([C:27]3[NH:31][C:30](=[O:32])[NH:29][N:28]=3)[N:18]=2)[CH2:12]1.CN(C(ON1N=NC2C=CC=NC1=2)=[N+](C)C)C.F[P-](F)(F)(F)(F)F.CCN(C(C)C)C(C)C. (9) Given the product [Br:27][CH2:19][C:16]1[CH:17]=[CH:18][C:13]([NH:12][C:4]2[CH:3]=[C:2]([Cl:1])[CH:11]=[CH:10][C:5]=2[C:6]([O:8][CH3:9])=[O:7])=[C:14]([N+:21]([O-:23])=[O:22])[CH:15]=1, predict the reactants needed to synthesize it. The reactants are: [Cl:1][C:2]1[CH:11]=[CH:10][C:5]([C:6]([O:8][CH3:9])=[O:7])=[C:4]([NH:12][C:13]2[CH:18]=[CH:17][C:16]([CH2:19]O)=[CH:15][C:14]=2[N+:21]([O-:23])=[O:22])[CH:3]=1.[Li+].[Br-].P(Br)(Br)[Br:27].